Dataset: Reaction yield outcomes from USPTO patents with 853,638 reactions. Task: Predict the reaction yield, written as a fraction of the theoretical maximum amount of product (1.0 means a 100% yield; for example, 0.34 means a 34% yield). The reactants are [CH3:1][O:2][C:3]1[C:4]([NH:14][C:15](=[O:19])OCC)=[N:5][C:6]2[C:11]([N:12]=1)=[CH:10][C:9]([CH3:13])=[CH:8][CH:7]=2.[N:20]1[CH:25]=[CH:24][CH:23]=[N:22][C:21]=1[N:26]1[CH2:31][CH2:30][NH:29][CH2:28][CH2:27]1. No catalyst specified. The product is [CH3:1][O:2][C:3]1[C:4]([NH:14][C:15]([N:29]2[CH2:30][CH2:31][N:26]([C:21]3[N:20]=[CH:25][CH:24]=[CH:23][N:22]=3)[CH2:27][CH2:28]2)=[O:19])=[N:5][C:6]2[C:11]([N:12]=1)=[CH:10][C:9]([CH3:13])=[CH:8][CH:7]=2. The yield is 0.790.